Predict which catalyst facilitates the given reaction. From a dataset of Catalyst prediction with 721,799 reactions and 888 catalyst types from USPTO. Reactant: [CH3:1][O:2][C:3]1[CH:15]=[CH:14][C:6]([CH2:7][NH:8][C:9]2[S:10][CH:11]=[CH:12][N:13]=2)=[CH:5][CH:4]=1.C[Si]([N-][Si](C)(C)C)(C)C.[Li+].[Br:26][C:27]1[C:36]2[C:31](=[CH:32][C:33]([S:37](OC3C(F)=C(F)C(F)=C(F)C=3F)(=[O:39])=[O:38])=[CH:34][CH:35]=2)[CH:30]=[N:29][CH:28]=1. Product: [Br:26][C:27]1[C:36]2[C:31](=[CH:32][C:33]([S:37]([N:8]([CH2:7][C:6]3[CH:5]=[CH:4][C:3]([O:2][CH3:1])=[CH:15][CH:14]=3)[C:9]3[S:10][CH:11]=[CH:12][N:13]=3)(=[O:39])=[O:38])=[CH:34][CH:35]=2)[CH:30]=[N:29][CH:28]=1. The catalyst class is: 1.